This data is from Reaction yield outcomes from USPTO patents with 853,638 reactions. The task is: Predict the reaction yield, written as a fraction of the theoretical maximum amount of product (1.0 means a 100% yield; for example, 0.34 means a 34% yield). (1) The reactants are [C:1]([C:5]1[CH:9]=[C:8]([NH:10][C:11]([NH:13][C:14]2[CH:19]=[CH:18][C:17]([CH3:20])=[C:16]([C:21]3[C:32](=[O:33])[N:31]([CH3:34])[C:24]4[N:25]=[C:26](SC)[N:27]=[CH:28][C:23]=4[CH:22]=3)[CH:15]=2)=[O:12])[N:7]([CH3:35])[N:6]=1)([CH3:4])([CH3:3])[CH3:2].[CH3:36][NH2:37].C1COCC1. No catalyst specified. The product is [C:1]([C:5]1[CH:9]=[C:8]([NH:10][C:11]([NH:13][C:14]2[CH:19]=[CH:18][C:17]([CH3:20])=[C:16]([C:21]3[C:32](=[O:33])[N:31]([CH3:34])[C:24]4[N:25]=[C:26]([NH:37][CH3:36])[N:27]=[CH:28][C:23]=4[CH:22]=3)[CH:15]=2)=[O:12])[N:7]([CH3:35])[N:6]=1)([CH3:4])([CH3:3])[CH3:2]. The yield is 0.280. (2) The reactants are C([NH:8][CH:9]1[CH2:12][C:11]2([CH2:15][C:14]([CH2:25][O:26]CC3C=CC=CC=3)([CH2:16][O:17]CC3C=CC=CC=3)[CH2:13]2)[CH2:10]1)C1C=CC=CC=1. The catalyst is [OH-].[Pd+2].[OH-].C(O)C. The product is [NH2:8][CH:9]1[CH2:12][C:11]2([CH2:13][C:14]([CH2:16][OH:17])([CH2:25][OH:26])[CH2:15]2)[CH2:10]1. The yield is 0.990. (3) The reactants are N[C:2](N)=S.C[C:6]1([CH:13]=[CH:12][CH:11]=[CH:10][CH2:9]1)[CH2:7]Br.C[S:15]([C:18]1[CH2:22][C:21]([CH3:24])([CH3:23])[O:20][N:19]=1)(=O)=O.C(=O)([O-])[O-].[K+].[K+]. The catalyst is C(O)C.O. The product is [CH3:23][C:21]1([CH3:24])[O:20][N:19]=[C:18]([S:15][CH:7]([C:6]2[CH:9]=[CH:10][CH:11]=[CH:12][CH:13]=2)[CH3:2])[CH2:22]1. The yield is 0.430.